From a dataset of Reaction yield outcomes from USPTO patents with 853,638 reactions. Predict the reaction yield, written as a fraction of the theoretical maximum amount of product (1.0 means a 100% yield; for example, 0.34 means a 34% yield). (1) The reactants are [OH:1][C:2]1[CH:6]=[C:5]([C:7]([O:9][CH3:10])=[O:8])[O:4][N:3]=1.[H-].[Na+].Cl[CH2:14][C:15]1[N:16]=[C:17]([C:21]2[CH:26]=[CH:25][CH:24]=[CH:23][CH:22]=2)[S:18][C:19]=1[CH3:20].O. The catalyst is CN(C)C=O. The product is [CH3:20][C:19]1[S:18][C:17]([C:21]2[CH:22]=[CH:23][CH:24]=[CH:25][CH:26]=2)=[N:16][C:15]=1[CH2:14][O:1][C:2]1[CH:6]=[C:5]([C:7]([O:9][CH3:10])=[O:8])[O:4][N:3]=1. The yield is 0.740. (2) The reactants are [CH:1]1([N:4]([CH:8]2[C:17]3[C:12](=[CH:13][CH:14]=[CH:15][CH:16]=3)[NH:11][CH:10]([CH3:18])[CH2:9]2)[C:5](=[O:7])[CH3:6])[CH2:3][CH2:2]1.[CH3:19][O:20][C:21]1[CH:29]=[CH:28][C:24]([C:25](Cl)=[O:26])=[CH:23][CH:22]=1.CCN(C(C)C)C(C)C. The catalyst is C(Cl)Cl. The product is [CH:1]1([N:4]([CH:8]2[C:17]3[C:12](=[CH:13][CH:14]=[CH:15][CH:16]=3)[N:11]([C:25](=[O:26])[C:24]3[CH:28]=[CH:29][C:21]([O:20][CH3:19])=[CH:22][CH:23]=3)[CH:10]([CH3:18])[CH2:9]2)[C:5](=[O:7])[CH3:6])[CH2:2][CH2:3]1. The yield is 0.680. (3) The yield is 0.350. The reactants are [C:1]([O:5][C:6]([N:8]1[CH2:13][CH2:12][CH:11]([O:14][C:15]2[CH:20]=[CH:19][C:18]([CH2:21][CH2:22][OH:23])=[CH:17][CH:16]=2)[CH2:10][CH2:9]1)=[O:7])([CH3:4])([CH3:3])[CH3:2].CC(OI1(OC(C)=O)(OC(C)=O)OC(=O)C2C=CC=CC1=2)=O. The catalyst is C(Cl)Cl. The product is [C:1]([O:5][C:6]([N:8]1[CH2:9][CH2:10][CH:11]([O:14][C:15]2[CH:16]=[CH:17][C:18]([CH2:21][CH:22]=[O:23])=[CH:19][CH:20]=2)[CH2:12][CH2:13]1)=[O:7])([CH3:4])([CH3:3])[CH3:2]. (4) The catalyst is CN(C=O)C. The reactants are [Si:1]([O:8][CH2:9][C:10]1[C:11]([C:16]2[NH:20][N:19]=[CH:18][CH:17]=2)=[N:12][CH:13]=[CH:14][CH:15]=1)([C:4]([CH3:7])([CH3:6])[CH3:5])([CH3:3])[CH3:2].C([O-])([O-])=O.[Cs+].[Cs+].Br[CH2:28][CH2:29][C:30]([O:32][CH3:33])=[O:31]. The yield is 0.610. The product is [Si:1]([O:8][CH2:9][C:10]1[C:11]([C:16]2[CH:17]=[CH:18][N:19]([CH2:28][CH2:29][C:30]([O:32][CH3:33])=[O:31])[N:20]=2)=[N:12][CH:13]=[CH:14][CH:15]=1)([C:4]([CH3:7])([CH3:6])[CH3:5])([CH3:2])[CH3:3].